Dataset: Peptide-MHC class II binding affinity with 134,281 pairs from IEDB. Task: Regression. Given a peptide amino acid sequence and an MHC pseudo amino acid sequence, predict their binding affinity value. This is MHC class II binding data. The peptide sequence is GFNPSFIATVSHEKGS. The MHC is H-2-IEd with pseudo-sequence H-2-IEd. The binding affinity (normalized) is 0.887.